Dataset: Forward reaction prediction with 1.9M reactions from USPTO patents (1976-2016). Task: Predict the product of the given reaction. (1) Given the reactants Cl[C:2]1[CH:11]=[C:10]([C:12]([N:14]2[CH2:19][CH2:18][CH:17]([N:20]3[CH2:32][CH2:31][CH2:30][C:22]4([C:26](=[O:27])[O:25][C:24]([CH3:29])([CH3:28])[CH2:23]4)[CH2:21]3)[CH2:16][CH2:15]2)=[O:13])[C:9]2[C:4](=[CH:5][CH:6]=[CH:7][CH:8]=2)[N:3]=1.Cl.[NH:34]1[CH2:39][CH2:38][CH:37]([C:40]([O:42][CH2:43][C:44]2[CH:49]=[CH:48][CH:47]=[CH:46][CH:45]=2)=[O:41])[CH2:36][CH2:35]1.C(=O)([O-])[O-].[K+].[K+].CS(C)=O, predict the reaction product. The product is: [CH3:28][C:24]1([CH3:29])[CH2:23][C:22]2([CH2:30][CH2:31][CH2:32][N:20]([CH:17]3[CH2:18][CH2:19][N:14]([C:12]([C:10]4[C:9]5[C:4](=[CH:5][CH:6]=[CH:7][CH:8]=5)[N:3]=[C:2]([N:34]5[CH2:35][CH2:36][CH:37]([C:40]([O:42][CH2:43][C:44]6[CH:45]=[CH:46][CH:47]=[CH:48][CH:49]=6)=[O:41])[CH2:38][CH2:39]5)[CH:11]=4)=[O:13])[CH2:15][CH2:16]3)[CH2:21]2)[C:26](=[O:27])[O:25]1. (2) Given the reactants [CH:1]1([C:4]2[CH:5]=[C:6]([C:14](=O)[C:15](C3C=CC=C(C#CCOC)C=3)=[O:16])[CH:7]=[CH:8][C:9]=2[O:10][CH:11]([F:13])[F:12])[CH2:3][CH2:2]1.Cl.[CH3:30][NH:31][C:32]([NH2:34])=[NH:33].C(=O)([O-])[O-].[Na+].[Na+].[CH2:41]([O:43][CH2:44][CH3:45])C, predict the reaction product. The product is: [NH2:33][C:32]1[N:31]([CH3:30])[C:15](=[O:16])[C:14]([C:6]2[CH:7]=[CH:8][C:9]([O:10][CH:11]([F:12])[F:13])=[C:4]([CH:1]3[CH2:2][CH2:3]3)[CH:5]=2)([C:8]2[CH:7]=[CH:6][CH:5]=[C:4]([C:1]#[C:45][CH2:44][O:43][CH3:41])[CH:9]=2)[N:34]=1.